From a dataset of NCI-60 drug combinations with 297,098 pairs across 59 cell lines. Regression. Given two drug SMILES strings and cell line genomic features, predict the synergy score measuring deviation from expected non-interaction effect. (1) Drug 1: CC1=CC2C(CCC3(C2CCC3(C(=O)C)OC(=O)C)C)C4(C1=CC(=O)CC4)C. Drug 2: COCCOC1=C(C=C2C(=C1)C(=NC=N2)NC3=CC=CC(=C3)C#C)OCCOC.Cl. Cell line: M14. Synergy scores: CSS=-1.38, Synergy_ZIP=1.84, Synergy_Bliss=0.0918, Synergy_Loewe=-3.40, Synergy_HSA=-2.82. (2) Synergy scores: CSS=1.48, Synergy_ZIP=0.890, Synergy_Bliss=0.895, Synergy_Loewe=-0.0260, Synergy_HSA=-0.417. Cell line: NCI-H322M. Drug 1: C1=CC=C(C(=C1)C(C2=CC=C(C=C2)Cl)C(Cl)Cl)Cl. Drug 2: C1CCC(C(C1)N)N.C(=O)(C(=O)[O-])[O-].[Pt+4]. (3) Drug 1: CC1=C2C(C(=O)C3(C(CC4C(C3C(C(C2(C)C)(CC1OC(=O)C(C(C5=CC=CC=C5)NC(=O)OC(C)(C)C)O)O)OC(=O)C6=CC=CC=C6)(CO4)OC(=O)C)OC)C)OC. Drug 2: COC1=CC(=CC(=C1O)OC)C2C3C(COC3=O)C(C4=CC5=C(C=C24)OCO5)OC6C(C(C7C(O6)COC(O7)C8=CC=CS8)O)O. Cell line: NCI/ADR-RES. Synergy scores: CSS=-0.716, Synergy_ZIP=-1.93, Synergy_Bliss=-5.41, Synergy_Loewe=-5.96, Synergy_HSA=-5.38. (4) Drug 1: C1=CC=C(C(=C1)C(C2=CC=C(C=C2)Cl)C(Cl)Cl)Cl. Drug 2: C(CN)CNCCSP(=O)(O)O. Cell line: SR. Synergy scores: CSS=3.12, Synergy_ZIP=7.20, Synergy_Bliss=-4.20, Synergy_Loewe=-8.87, Synergy_HSA=-3.10.